From a dataset of Full USPTO retrosynthesis dataset with 1.9M reactions from patents (1976-2016). Predict the reactants needed to synthesize the given product. (1) The reactants are: Cl.[NH2:2][CH:3]([C:5]1[CH:10]=[CH:9][N:8]=[C:7]([NH:11][C:12](=[O:16])[CH:13]([CH3:15])[CH3:14])[CH:6]=1)[CH3:4].Cl[C:18](OC1C=CC([N+]([O-])=O)=CC=1)=[O:19].C(N(CC)CC)C.Cl.[F:38][C:39]([F:51])([F:50])[C:40]1[CH:41]=[C:42]2[C:47](=[CH:48][CH:49]=1)[CH2:46][NH:45][CH2:44][CH2:43]2.C1CCN2C(=NCCC2)CC1. Given the product [C:12]([NH:11][C:7]1[CH:6]=[C:5]([CH:3]([NH:2][C:18]([N:45]2[CH2:44][CH2:43][C:42]3[C:47](=[CH:48][CH:49]=[C:40]([C:39]([F:38])([F:50])[F:51])[CH:41]=3)[CH2:46]2)=[O:19])[CH3:4])[CH:10]=[CH:9][N:8]=1)(=[O:16])[CH:13]([CH3:15])[CH3:14], predict the reactants needed to synthesize it. (2) Given the product [CH3:22][C:19]1[S:20][CH:21]=[C:17]([CH2:16][O:15][C:12]2[CH:11]=[CH:10][CH:9]=[C:8]3[C:13]=2[CH:14]=[C:6]([C:4]([OH:5])=[O:3])[NH:7]3)[N:18]=1, predict the reactants needed to synthesize it. The reactants are: CC[O:3][C:4]([C:6]1[N:7](C(OC(C)(C)C)=O)[C:8]2[C:13]([CH:14]=1)=[C:12]([O:15][CH2:16][C:17]1[N:18]=[C:19]([CH3:22])[S:20][CH:21]=1)[CH:11]=[CH:10][CH:9]=2)=[O:5].[OH-].[Na+].